From a dataset of Reaction yield outcomes from USPTO patents with 853,638 reactions. Predict the reaction yield, written as a fraction of the theoretical maximum amount of product (1.0 means a 100% yield; for example, 0.34 means a 34% yield). (1) The yield is 0.800. No catalyst specified. The product is [NH2:30][C:24]1[N:23]=[C:22]([I:29])[N:21]=[C:20]2[C:25]=1[N:26]=[CH:27][N:19]2[C@H:8]1[C@H:9]([OH:15])[C@H:10]([OH:11])[C@@H:6]([CH2:5][OH:4])[O:7]1. The reactants are C([O:4][CH2:5][C@@H:6]1[C@@H:10]([O:11]C(=O)C)[C@@H:9]([O:15]C(=O)C)[C@H:8]([N:19]2[CH:27]=[N:26][C:25]3[C:20]2=[N:21][C:22]([I:29])=[N:23][C:24]=3Cl)[O:7]1)(=O)C.[NH3:30]. (2) The reactants are [C:1]([C:3]1[N:11]2[C:6]([C:7]3([CH2:21][CH2:20][N:19]([C:22]([O:24][C:25]([CH3:28])([CH3:27])[CH3:26])=[O:23])[CH2:18][CH2:17]3)[O:8][C:9]3[CH:15]=[C:14]([CH3:16])[CH:13]=[CH:12][C:10]=32)=[CH:5][CH:4]=1)#[N:2].[Br:29]N1C(=O)CCC1=O.C(C(N=NC(C)(C)C#N)(C)C)#N. The catalyst is C(Cl)(Cl)(Cl)Cl. The product is [Br:29][CH2:16][C:14]1[CH:13]=[CH:12][C:10]2[N:11]3[C:3]([C:1]#[N:2])=[CH:4][CH:5]=[C:6]3[C:7]3([CH2:21][CH2:20][N:19]([C:22]([O:24][C:25]([CH3:28])([CH3:27])[CH3:26])=[O:23])[CH2:18][CH2:17]3)[O:8][C:9]=2[CH:15]=1. The yield is 0.470. (3) The reactants are [F:1][C:2]1[CH:15]=[CH:14][CH:13]=[C:12]([F:16])[C:3]=1[O:4][C:5]1[CH:11]=[CH:10][C:8](N)=[CH:7][CH:6]=1.Cl.N([O-])=O.[Na+].[Na+].[I-:23]. The catalyst is O. The product is [F:1][C:2]1[CH:15]=[CH:14][CH:13]=[C:12]([F:16])[C:3]=1[O:4][C:5]1[CH:11]=[CH:10][C:8]([I:23])=[CH:7][CH:6]=1. The yield is 0.770. (4) The reactants are [CH3:1][O:2][C:3]1[CH:4]=[C:5]([CH:8]=[C:9]([C:11]2[C:19]3[C:18]([NH:20][C@H:21]([C:23]4[N:28]([C:29]5[CH:34]=[CH:33][CH:32]=[CH:31][CH:30]=5)[C:27](=[O:35])[C:26]5=[C:36]([CH3:39])[CH:37]=[CH:38][N:25]5[N:24]=4)[CH3:22])=[N:17][CH:16]=[N:15][C:14]=3[N:13](COCC[Si](C)(C)C)[CH:12]=2)[CH:10]=1)[C:6]#[N:7].FC(F)(F)C(O)=O.N. No catalyst specified. The product is [CH3:1][O:2][C:3]1[CH:4]=[C:5]([CH:8]=[C:9]([C:11]2[C:19]3[C:18]([NH:20][C@H:21]([C:23]4[N:28]([C:29]5[CH:34]=[CH:33][CH:32]=[CH:31][CH:30]=5)[C:27](=[O:35])[C:26]5=[C:36]([CH3:39])[CH:37]=[CH:38][N:25]5[N:24]=4)[CH3:22])=[N:17][CH:16]=[N:15][C:14]=3[NH:13][CH:12]=2)[CH:10]=1)[C:6]#[N:7]. The yield is 0.560.